Dataset: Catalyst prediction with 721,799 reactions and 888 catalyst types from USPTO. Task: Predict which catalyst facilitates the given reaction. (1) Reactant: CSC.[S:4]1[C:8]([CH2:9][C:10]2[CH:11]=[C:12]([C@H:20]3[C@@H:25]([O:26]CC4C=CC=CC=4)[C@@H:24]([O:34]CC4C=CC=CC=4)[C@@H:23]([O:42]CC4C=CC=CC=4)[C@@H:22]([CH2:50][O:51]CC4C=CC=CC=4)[O:21]3)[C:13]3[C:18]([CH:19]=2)=[CH:17][CH:16]=[CH:15][CH:14]=3)=[CH:7][C:6]2[CH:59]=[CH:60][CH:61]=[CH:62][C:5]1=2.O. Product: [S:4]1[C:8]([CH2:9][C:10]2[CH:11]=[C:12]([C@H:20]3[C@H:25]([OH:26])[C@@H:24]([OH:34])[C@H:23]([OH:42])[C@@H:22]([CH2:50][OH:51])[O:21]3)[C:13]3[C:18]([CH:19]=2)=[CH:17][CH:16]=[CH:15][CH:14]=3)=[CH:7][C:6]2[CH:59]=[CH:60][CH:61]=[CH:62][C:5]1=2. The catalyst class is: 2. (2) Product: [Br:18][CH2:4]/[CH:3]=[CH:2]/[C:1]([O:6][C:7]([CH3:10])([CH3:9])[CH3:8])=[O:5]. Reactant: [C:1]([O:6][C:7]([CH3:10])([CH3:9])[CH3:8])(=[O:5])/[CH:2]=[CH:3]/[CH3:4].C1C(=O)N([Br:18])C(=O)C1.C(OOC(=O)C1C=CC=CC=1)(=O)C1C=CC=CC=1. The catalyst class is: 53. (3) Reactant: Br[C:2]1[CH:11]=[C:10]([Br:12])[C:9]([O:13][C:14]2[CH:19]=[CH:18][C:17]([N+:20]([O-:22])=[O:21])=[CH:16][C:15]=2[F:23])=[CH:8][C:3]=1[CH:4]=[N:5][NH:6][CH3:7].C(=O)([O-])[O-].[K+].[K+].CN(C=O)C.CC(OC)(C)C. Product: [Br:12][C:10]1[CH:11]=[C:2]2[C:3]([CH:4]=[N:5][N:6]2[CH3:7])=[CH:8][C:9]=1[O:13][C:14]1[CH:19]=[CH:18][C:17]([N+:20]([O-:22])=[O:21])=[CH:16][C:15]=1[F:23]. The catalyst class is: 34. (4) Reactant: Br[CH2:2][C:3]([C:5]1[CH:13]=[CH:12][C:8]([C:9]([OH:11])=[O:10])=[CH:7][CH:6]=1)=O.[N:14]1([C:20](=[S:22])[NH2:21])[CH2:19][CH2:18][CH2:17][CH2:16][CH2:15]1. Product: [N:14]1([C:20]2[S:22][CH:2]=[C:3]([C:5]3[CH:13]=[CH:12][C:8]([C:9]([OH:11])=[O:10])=[CH:7][CH:6]=3)[N:21]=2)[CH2:19][CH2:18][CH2:17][CH2:16][CH2:15]1. The catalyst class is: 1.